Predict the product of the given reaction. From a dataset of Forward reaction prediction with 1.9M reactions from USPTO patents (1976-2016). (1) Given the reactants [CH3:1][C@H:2]1[NH:7][CH2:6][CH2:5][N:4]([C:8]2[C:13]([C:14]([F:17])([F:16])[F:15])=[CH:12][CH:11]=[CH:10][N:9]=2)[CH2:3]1.C(OC([NH:28][C:29](=[N:32]C(OCC1C=CC=CC=1)=O)SC)=O)C1C=CC=CC=1, predict the reaction product. The product is: [CH3:1][C@@H:2]1[CH2:3][N:4]([C:8]2[C:13]([C:14]([F:17])([F:15])[F:16])=[CH:12][CH:11]=[CH:10][N:9]=2)[CH2:5][CH2:6][N:7]1[C:29]([NH2:32])=[NH:28]. (2) Given the reactants CC1(C)C(C)(C)OB([C:9]2[CH:14]=[CH:13][CH:12]=[C:11]([B:15]3[O:19][C:18]([CH3:21])([CH3:20])[C:17]([CH3:23])([CH3:22])[O:16]3)[CH:10]=2)O1.Cl[C:26]1[N:31]=[C:30]([C:32]2[CH:37]=[CH:36][CH:35]=[CH:34][CH:33]=2)[N:29]=[C:28]([N:38]2[C:50]3[CH:49]=[CH:48][CH:47]=[CH:46][C:45]=3[C:44]3[C:39]2=[CH:40][CH:41]=[CH:42][CH:43]=3)[N:27]=1.C([O-])([O-])=O.[Na+].[Na+].CCO, predict the reaction product. The product is: [C:32]1([C:30]2[N:31]=[C:26]([C:9]3[CH:14]=[CH:13][CH:12]=[C:11]([B:15]4[O:16][C:17]([CH3:22])([CH3:23])[C:18]([CH3:20])([CH3:21])[O:19]4)[CH:10]=3)[N:27]=[C:28]([N:38]3[C:50]4[CH:49]=[CH:48][CH:47]=[CH:46][C:45]=4[C:44]4[C:39]3=[CH:40][CH:41]=[CH:42][CH:43]=4)[N:29]=2)[CH:33]=[CH:34][CH:35]=[CH:36][CH:37]=1. (3) Given the reactants [Br:1][C:2]1[CH:3]=[CH:4][C:5]([OH:10])=[C:6]([CH:9]=1)[CH:7]=[O:8].Br[CH2:12][CH:13]([F:15])[F:14].C([O-])([O-])=O.[Cs+].[Cs+], predict the reaction product. The product is: [Br:1][C:2]1[CH:3]=[CH:4][C:5]([O:10][CH2:12][CH:13]([F:15])[F:14])=[C:6]([CH:9]=1)[CH:7]=[O:8]. (4) Given the reactants [NH2:1][C:2]1[N:6]([CH2:7][C:8]2[CH:13]=[CH:12][C:11]([O:14][CH3:15])=[CH:10][CH:9]=2)[N:5]=[CH:4][C:3]=1[S:16][S:16][C:3]1[CH:4]=[N:5][N:6]([CH2:7][C:8]2[CH:13]=[CH:12][C:11]([O:14][CH3:15])=[CH:10][CH:9]=2)[C:2]=1[NH2:1].C(=O)([O-])O.[Na+].S(S([O-])=O)([O-])=O.[Na+].[Na+].[Cl:46][C:47](Cl)([Cl:49])[F:48], predict the reaction product. The product is: [Cl:46][C:47]([Cl:49])([F:48])[S:16][C:3]1[CH:4]=[N:5][N:6]([CH2:7][C:8]2[CH:9]=[CH:10][C:11]([O:14][CH3:15])=[CH:12][CH:13]=2)[C:2]=1[NH2:1]. (5) Given the reactants C(N(CC)C(C)C)(C)C.OC(C(F)(F)F)=O.[NH:17]1[C:21]2=[N:22][CH:23]=[CH:24][C:25]([C:26]3[CH:27]=[N:28][N:29]([C:31]4([CH2:35][C:36]#[N:37])[CH2:34][NH:33][CH2:32]4)[CH:30]=3)=[C:20]2[CH:19]=[CH:18]1.[F:38][C:39]1[CH:40]=[C:41]([CH:46]=[CH:47][C:48]=1F)[C:42]([O:44][CH3:45])=[O:43].C([O-])(O)=O.[Na+], predict the reaction product. The product is: [C:36]([CH2:35][C:31]1([N:29]2[CH:30]=[C:26]([C:25]3[CH:24]=[CH:23][N:22]=[C:21]4[NH:17][CH:18]=[CH:19][C:20]=34)[CH:27]=[N:28]2)[CH2:32][N:33]([C:48]2[CH:47]=[CH:46][C:41]([C:42]([O:44][CH3:45])=[O:43])=[CH:40][C:39]=2[F:38])[CH2:34]1)#[N:37].